Dataset: Forward reaction prediction with 1.9M reactions from USPTO patents (1976-2016). Task: Predict the product of the given reaction. Given the reactants C([O:8][N:9]1[C:14]2[N:15]=[CH:16][N:17]=[C:18]([CH3:19])[C:13]=2[C:12]([NH:20][CH2:21][C:22]2[CH:23]=[C:24]([CH:34]=[CH:35][CH:36]=2)[CH2:25][NH:26][C:27](=[O:33])[O:28][C:29]([CH3:32])([CH3:31])[CH3:30])=[CH:11][C:10]1=[O:37])C1C=CC=CC=1.[H][H], predict the reaction product. The product is: [OH:8][N:9]1[C:14]2[N:15]=[CH:16][N:17]=[C:18]([CH3:19])[C:13]=2[C:12]([NH:20][CH2:21][C:22]2[CH:23]=[C:24]([CH:34]=[CH:35][CH:36]=2)[CH2:25][NH:26][C:27](=[O:33])[O:28][C:29]([CH3:32])([CH3:31])[CH3:30])=[CH:11][C:10]1=[O:37].